This data is from Drug-target binding data from BindingDB using IC50 measurements. The task is: Regression. Given a target protein amino acid sequence and a drug SMILES string, predict the binding affinity score between them. We predict pIC50 (pIC50 = -log10(IC50 in M); higher means more potent). Dataset: bindingdb_ic50. (1) The target protein (Q8BLF1) has sequence MRSSCVLLAALLALAAYYVYIPLPSAVSDPWKLMLLDATFRGAQQVSNLIHSLGLNHHLIALNFIITSFGKQSARSSPKVKVTDTDFDGVEVRVFEGSPKPEEPLRRSVIYIHGGGWALASAKISYYDQLCTTMAEELNAVIVSIEYRLVPQVYFPEQIHDVIRATKYFLQPEVLDKYKVDPGRVGISGDSAGGNLAAALGQQFTYVASLKNKLKLQALVYPVLQALDFNTPSYQQSMNTPILPRHVMVRYWLDYFKGNYDFVEAMIVNNHTSLDVERAAALRARLDWTSLLPSSIKKNYKPIMQTTGNARIVQEIPQLLDAAASPLIAEQEVLEALPKTYILTCEHDVLRDDGIMYAKRLESAGVNVTLDHFEDGFHGCMIFTSWPTNFSVGIRTRNSYIKWLDQNL. The pIC50 is 4.0. The small molecule is O=C(c1ncc(-c2ccccn2)o1)[C@H]1COc2cc(Oc3ccccc3)ccc2C1. (2) The compound is C/C(=C\COc1cc2oc(=O)ccc2cc1O)CC/C=C(\C)CCC1OC1(C)C. The target protein (P33247) has sequence MAEQLVEAPAYARTLDRAVEYLLSCQKDEGYWWGPLLSNVTMEAEYVLLCHILDRVDRDRMEKIRRYLLHEQREDGTWALYPGGPPDLDTTIEAYVALKYIGMSRDEEPMQKALRFIQSQGGIESSRVFTRMWLALVGEYPWEKVPMVPPEIMFLGKRMPLNIYEFGSWARATVVALSIVMSRQPVFPLPERARVPELYETDVPPRRRGAKGGGGWIFDALDRALHGYQKLSVHPFRRAAEIRALDWLLERQAGDGSWGGIQPPWFYALIALKILDMTQHPAFIKGWEGLELYGVELDYGGWMFQASISPVWDTGLAVLALRAAGLPADHDRLVKAGEWLLDRQITVPGDWAVKRPNLKPGGFAFQFDNVYYPDVDDTAVVVWALNTLRLPDERRRRDAMTKGFRWIVGMQSSNGGWGAYDVDNTSDLPNHIPFCDFGEVTDPPSEDVTAHVLECFGSFGYDDAWKVIRRAVEYLKREQKPDGSWFGRWGVNYLYGTGAV.... The pIC50 is 4.2.